Predict the reactants needed to synthesize the given product. From a dataset of Full USPTO retrosynthesis dataset with 1.9M reactions from patents (1976-2016). (1) The reactants are: CC([O-])(C)C.[K+].[CH:7]1[C:15]2[C:14]3[CH:16]=[CH:17][CH:18]=[CH:19][C:13]=3[S:12][C:11]=2[CH:10]=[CH:9][CH:8]=1.[SiH:20]([CH2:25][CH3:26])([CH2:23][CH3:24])[CH2:21][CH3:22]. Given the product [CH:7]1[C:15]2[C:14]3[CH:16]=[CH:17][CH:18]=[CH:19][C:13]=3[S:12][C:11]=2[C:10]([Si:20]([CH2:25][CH3:26])([CH2:23][CH3:24])[CH2:21][CH3:22])=[CH:9][CH:8]=1, predict the reactants needed to synthesize it. (2) Given the product [CH3:1][C:13]1([OH:30])[C:12]2[CH:11]=[C:10]([O:9][CH2:4][C:5]([CH3:8])([CH3:7])[CH3:6])[CH:23]=[CH:22][C:21]=2[O:20][C:19]2[C:14]1=[CH:15][C:16]([C:24]1[CH:25]=[N:26][CH:27]=[N:28][CH:29]=1)=[CH:17][CH:18]=2, predict the reactants needed to synthesize it. The reactants are: [CH3:1][Mg]Cl.[CH2:4]([O:9][C:10]1[CH:23]=[CH:22][C:21]2[O:20][C:19]3[C:14](=[CH:15][C:16]([C:24]4[CH:25]=[N:26][CH:27]=[N:28][CH:29]=4)=[CH:17][CH:18]=3)[C:13](=[O:30])[C:12]=2[CH:11]=1)[C:5]([CH3:8])([CH3:7])[CH3:6]. (3) Given the product [Cl:1][C:2]1[CH:3]=[C:4]([C:10]2[C:14]([C:15]([N:49]3[CH2:53][CH2:52][CH:51]([C:54]4[CH:55]=[N:56][CH:57]=[CH:58][CH:59]=4)[CH2:50]3)=[O:17])=[CH:13][O:12][N:11]=2)[CH:5]=[CH:6][C:7]=1[O:8][CH3:9], predict the reactants needed to synthesize it. The reactants are: [Cl:1][C:2]1[CH:3]=[C:4]([C:10]2[C:14]([C:15]([OH:17])=O)=[CH:13][O:12][N:11]=2)[CH:5]=[CH:6][C:7]=1[O:8][CH3:9].C(N(C(C)C)C(C)C)C.CN(C(ON1N=NC2C=CC=CC1=2)=[N+](C)C)C.[B-](F)(F)(F)F.[NH:49]1[CH2:53][CH2:52][CH:51]([C:54]2[CH:55]=[N:56][CH:57]=[CH:58][CH:59]=2)[CH2:50]1. (4) Given the product [CH3:1][S:2]([O:6][CH2:7][CH2:8][O:9][C:10]1[CH:15]=[C:14]([CH3:16])[C:13]([C:17]2[CH:22]=[CH:21][C:20]([O:23][CH2:24][C:25]([O:27][CH2:28][CH3:29])=[O:26])=[CH:19][CH:18]=2)=[C:12]([CH3:30])[CH:11]=1)(=[O:4])=[O:3], predict the reactants needed to synthesize it. The reactants are: [CH3:1][S:2](Cl)(=[O:4])=[O:3].[OH:6][CH2:7][CH2:8][O:9][C:10]1[CH:15]=[C:14]([CH3:16])[C:13]([C:17]2[CH:22]=[CH:21][C:20]([O:23][CH2:24][C:25]([O:27][CH2:28][CH3:29])=[O:26])=[CH:19][CH:18]=2)=[C:12]([CH3:30])[CH:11]=1.C(N(CC)CC)C.O. (5) Given the product [F:3][C:4]1[CH:9]=[CH:8][CH:7]=[CH:6][C:5]=1[C:10]([CH3:16])([CH3:15])[C:11]([OH:13])=[O:12], predict the reactants needed to synthesize it. The reactants are: [OH-].[Na+].[F:3][C:4]1[CH:9]=[CH:8][CH:7]=[CH:6][C:5]=1[C:10]([CH3:16])([CH3:15])[C:11]([O:13]C)=[O:12].Cl. (6) The reactants are: Cl[C:2]([O:4][CH2:5][CH3:6])=[O:3].[F:7][C:8]1[CH:36]=[CH:35][C:11]([C:12]([N:14]2[CH2:17][C:16]([CH2:21][O:22][C:23]3[CH:32]=[CH:31][C:30]4[C:25](=[CH:26][CH:27]=[C:28]([O:33][CH3:34])[CH:29]=4)[CH:24]=3)(C(O)=O)[CH2:15]2)=[O:13])=[CH:10][CH:9]=1.N. Given the product [F:7][C:8]1[CH:36]=[CH:35][C:11]([C:12]([N:14]2[CH2:15][C:16]([CH2:21][O:22][C:23]3[CH:32]=[CH:31][C:30]4[C:25](=[CH:26][CH:27]=[C:28]([O:33][CH3:34])[CH:29]=4)[CH:24]=3)([C:2]([O:4][CH2:5][CH3:6])=[O:3])[CH2:17]2)=[O:13])=[CH:10][CH:9]=1, predict the reactants needed to synthesize it.